Task: Predict the reaction yield, written as a fraction of the theoretical maximum amount of product (1.0 means a 100% yield; for example, 0.34 means a 34% yield).. Dataset: Reaction yield outcomes from USPTO patents with 853,638 reactions (1) The reactants are Cl[C:2]1[CH:7]=[C:6]([Cl:8])[N:5]=[CH:4][N:3]=1.[N:9]1([C:15]([O:17][C:18]([CH3:21])([CH3:20])[CH3:19])=[O:16])[CH2:14][CH2:13][NH:12][CH2:11][CH2:10]1.CC(C)([O-])C.[Na+].C1(C)C=CC=CC=1. The catalyst is C1(P(C2C=CC=CC=2)C2C3OC4C(=CC=CC=4P(C4C=CC=CC=4)C4C=CC=CC=4)C(C)(C)C=3C=CC=2)C=CC=CC=1.O. The product is [Cl:8][C:6]1[N:5]=[CH:4][N:3]=[C:2]([N:12]2[CH2:11][CH2:10][N:9]([C:15]([O:17][C:18]([CH3:21])([CH3:20])[CH3:19])=[O:16])[CH2:14][CH2:13]2)[CH:7]=1. The yield is 0.720. (2) The reactants are N#N.Br[C:4]1[S:5][CH:6]=[CH:7][CH:8]=1.CC1(C)C(C)(C)OB([C:17]2[CH:22]=[CH:21][CH:20]=[CH:19][C:18]=2[NH2:23])O1.C([O-])(O)=O.[Na+]. The catalyst is COCCOC.[Pd].C1(P(C2C=CC=CC=2)C2C=CC=CC=2)C=CC=CC=1.C1(P(C2C=CC=CC=2)C2C=CC=CC=2)C=CC=CC=1.C1(P(C2C=CC=CC=2)C2C=CC=CC=2)C=CC=CC=1.C1(P(C2C=CC=CC=2)C2C=CC=CC=2)C=CC=CC=1. The product is [S:5]1[CH:6]=[CH:7][CH:8]=[C:4]1[C:17]1[CH:22]=[CH:21][CH:20]=[CH:19][C:18]=1[NH2:23]. The yield is 0.920. (3) The reactants are Cl.[Cl:2][C:3]1[CH:8]=[CH:7][CH:6]=[C:5]([Cl:9])[C:4]=1[CH2:10][C:11](=[NH:13])[NH2:12].[Na].[C:15](OCC)(=[O:22])[CH2:16][C:17](OCC)=[O:18]. The catalyst is C(O)C. The product is [Cl:2][C:3]1[CH:8]=[CH:7][CH:6]=[C:5]([Cl:9])[C:4]=1[CH2:10][C:11]1[N:12]=[C:17]([OH:18])[CH:16]=[C:15]([OH:22])[N:13]=1. The yield is 0.764. (4) The product is [CH2:11]([O:21][C:22]1[C:26]([O:27][CH2:28][CH2:29][CH2:30][CH2:31][CH2:32][CH2:33][CH2:34][CH2:35][CH2:36][CH3:37])=[CH:25][NH:24][CH:23]=1)[CH2:12][CH2:13][CH2:14][CH2:15][CH2:16][CH2:17][CH2:18][CH2:19][CH3:20]. The catalyst is O. The reactants are N(CCO)(CCO)CCO.[CH2:11]([O:21][C:22]1[C:26]([O:27][CH2:28][CH2:29][CH2:30][CH2:31][CH2:32][CH2:33][CH2:34][CH2:35][CH2:36][CH3:37])=[C:25](C(O)=O)[NH:24][C:23]=1C(O)=O)[CH2:12][CH2:13][CH2:14][CH2:15][CH2:16][CH2:17][CH2:18][CH2:19][CH3:20].C(=O)=O. The yield is 0.907. (5) The reactants are [CH3:1][C:2]1([CH3:10])[CH:6]([C:7]#[CH:8])[O:5][C:4](=[O:9])[NH:3]1.[Cl:11][C:12]1[C:21]2[C:16](=[CH:17][CH:18]=[C:19](I)[CH:20]=2)[N:15]=[CH:14][N:13]=1.C(NC(C)C)(C)C. The catalyst is C1COCC1.Cl[Pd](Cl)([P](C1C=CC=CC=1)(C1C=CC=CC=1)C1C=CC=CC=1)[P](C1C=CC=CC=1)(C1C=CC=CC=1)C1C=CC=CC=1.[Cu](I)I. The product is [Cl:11][C:12]1[C:21]2[C:16](=[CH:17][CH:18]=[C:19]([C:8]#[C:7][CH:6]3[O:5][C:4](=[O:9])[NH:3][C:2]3([CH3:10])[CH3:1])[CH:20]=2)[N:15]=[CH:14][N:13]=1. The yield is 0.720. (6) The reactants are N[C@@](C1C=CC2C(=CC=C(O[C@H]3CC[C@H](C(C)(C)C)CC3)C=2C2C=CC(OC(F)(F)F)=CC=2)C=1)(C)CO.[C:38]([C@H:42]1[CH2:47][CH2:46][C@H:45]([O:48][C:49]2[C:50]([C:66]3[CH:71]=[CH:70][CH:69]=[C:68]([Cl:72])[CH:67]=3)=[C:51]3[C:56](=[CH:57][CH:58]=2)[CH:55]=[C:54]([C@:59]2([CH3:65])[CH2:63][O:62]C(=O)[NH:60]2)[CH:53]=[CH:52]3)[CH2:44][CH2:43]1)([CH3:41])([CH3:40])[CH3:39]. No catalyst specified. The product is [NH2:60][C@@:59]([C:54]1[CH:53]=[CH:52][C:51]2[C:56](=[CH:57][CH:58]=[C:49]([O:48][C@H:45]3[CH2:44][CH2:43][C@H:42]([C:38]([CH3:41])([CH3:40])[CH3:39])[CH2:47][CH2:46]3)[C:50]=2[C:66]2[CH:71]=[CH:70][CH:69]=[C:68]([Cl:72])[CH:67]=2)[CH:55]=1)([CH3:65])[CH2:63][OH:62]. The yield is 0.820.